From a dataset of Full USPTO retrosynthesis dataset with 1.9M reactions from patents (1976-2016). Predict the reactants needed to synthesize the given product. (1) Given the product [Cl:8][C:4]1[CH:5]=[CH:6][CH:7]=[C:2]([Cl:1])[C:3]=1[CH2:9][S:10]([C:13]1[CH:14]=[C:15]2[C:19](=[CH:20][CH:21]=1)[NH:18][C:17](=[O:22])/[C:16]/2=[CH:23]\[C:24]1[NH:28][C:27]([CH3:29])=[C:26]([CH2:30][CH2:31][C:32]([N:45]2[CH2:50][CH2:49][O:48][CH2:47][CH2:46]2)=[O:33])[C:25]=1[CH3:35])(=[O:11])=[O:12], predict the reactants needed to synthesize it. The reactants are: [Cl:1][C:2]1[CH:7]=[CH:6][CH:5]=[C:4]([Cl:8])[C:3]=1[CH2:9][S:10]([C:13]1[CH:14]=[C:15]2[C:19](=[CH:20][CH:21]=1)[NH:18][C:17](=[O:22])/[C:16]/2=[CH:23]\[C:24]1[NH:28][C:27]([CH3:29])=[C:26]([CH2:30][CH2:31][C:32](O)=[O:33])[C:25]=1[CH3:35])(=[O:12])=[O:11].CCN(C(C)C)C(C)C.[NH:45]1[CH2:50][CH2:49][O:48][CH2:47][CH2:46]1.CN(C(ON1N=NC2C=CC=NC1=2)=[N+](C)C)C.F[P-](F)(F)(F)(F)F. (2) Given the product [CH3:6][Si:7]([CH3:25])([C:19]([CH:22]([CH3:24])[CH3:23])([CH3:21])[CH3:20])[O:8][CH2:9][C@H:10]1[O:14][C@H:13]([O:15][CH3:16])[CH:12]=[C:11]1[CH:17]=[CH2:1], predict the reactants needed to synthesize it. The reactants are: [CH2:1]([Li])CCC.[CH3:6][Si:7]([CH3:25])([C:19]([CH:22]([CH3:24])[CH3:23])([CH3:21])[CH3:20])[O:8][CH2:9][C@H:10]1[O:14][C@H:13]([O:15][CH3:16])[CH:12]=[C:11]1[CH:17]=O.C[SiH2]C.C[C]C.C=O.